Predict the product of the given reaction. From a dataset of Forward reaction prediction with 1.9M reactions from USPTO patents (1976-2016). (1) The product is: [CH3:30][N:31]([CH2:42][C:43]1[N:47]([CH2:48][CH2:49][CH2:54][CH2:53][C:52]#[N:51])[C:46]2[CH:55]=[CH:56][CH:57]=[CH:58][C:45]=2[N:44]=1)[CH:32]1[C:41]2[N:40]=[CH:39][CH:38]=[CH:37][C:36]=2[CH2:35][CH2:34][CH2:33]1. Given the reactants N1C2C=CC=CC=2N=C1CN(C)C1C2N=CC=CC=2CCC1.BrCCCCC#N.[CH3:30][N:31]([CH2:42][C:43]1[N:47]([CH2:48][C:49]2C=[N:51][CH:52]=[CH:53][CH:54]=2)[C:46]2[CH:55]=[CH:56][CH:57]=[CH:58][C:45]=2[N:44]=1)[CH:32]1[C:41]2[N:40]=[CH:39][CH:38]=[CH:37][C:36]=2[CH2:35][CH2:34][CH2:33]1, predict the reaction product. (2) Given the reactants [C:1]([C:5]1[CH:13]=[C:12]2[C:8]([CH2:9][CH2:10][NH:11]2)=[CH:7][C:6]=1[S:14][C:15]#[N:16])([CH3:4])([CH3:3])[CH3:2].[C:17]([C:19]1[CH:24]=[CH:23][C:22]([S:25](Cl)(=[O:27])=[O:26])=[CH:21][CH:20]=1)#[N:18].N1C=CC=CC=1, predict the reaction product. The product is: [C:1]([C:5]1[CH:13]=[C:12]2[C:8]([CH2:9][CH2:10][N:11]2[S:25]([C:22]2[CH:21]=[CH:20][C:19]([C:17]#[N:18])=[CH:24][CH:23]=2)(=[O:27])=[O:26])=[CH:7][C:6]=1[S:14][C:15]#[N:16])([CH3:4])([CH3:2])[CH3:3]. (3) Given the reactants [C:1]([O:5][C:6]([NH:8][C@@H:9]([C@H:13]([OH:15])[CH3:14])[C:10]([OH:12])=[O:11])=[O:7])([CH3:4])([CH3:3])[CH3:2].[C:16](=O)([O-])[O-].[K+].[K+].IC, predict the reaction product. The product is: [CH3:16][O:11][C:10](=[O:12])[C@@H:9]([NH:8][C:6]([O:5][C:1]([CH3:4])([CH3:3])[CH3:2])=[O:7])[C@H:13]([OH:15])[CH3:14]. (4) Given the reactants [C:1]([O:5][C:6]([N:8]1[CH2:13][CH2:12][CH2:11][CH2:10][CH:9]1[C:14]#[N:15])=[O:7])([CH3:4])([CH3:3])[CH3:2].[N-:16]=[N+:17]=[N-:18].[Na+].[Cl-].[NH4+], predict the reaction product. The product is: [C:1]([O:5][C:6]([N:8]1[CH2:13][CH2:12][CH2:11][CH2:10][CH:9]1[C:14]1[N:16]=[N:17][NH:18][N:15]=1)=[O:7])([CH3:4])([CH3:2])[CH3:3]. (5) Given the reactants [NH2:1][C:2]1[C:7]([C:8]#[N:9])=[CH:6][C:5]([C:10]2[CH:11]=[N:12][CH:13]=[CH:14][C:15]=2OC)=[C:4]([C:18]2[O:19][CH:20]=[CH:21][CH:22]=2)[N:3]=1.Br.[OH-:24].[Na+], predict the reaction product. The product is: [NH2:1][C:2]1[N:3]=[C:4]([C:18]2[O:19][CH:20]=[CH:21][CH:22]=2)[C:5]([C:10]2[CH:15]=[CH:14][C:13](=[O:24])[NH:12][CH:11]=2)=[CH:6][C:7]=1[C:8]#[N:9]. (6) Given the reactants [CH:1]([CH:14]1[NH:23][CH:22]2[CH:17]([CH2:18][CH2:19][CH2:20][CH2:21]2)[N:16](C(OC(C)(C)C)=O)[CH2:15]1)([C:8]1[CH:13]=[CH:12][CH:11]=[CH:10][CH:9]=1)[C:2]1[CH:7]=[CH:6][CH:5]=[CH:4][CH:3]=1.[ClH:31], predict the reaction product. The product is: [ClH:31].[ClH:31].[CH:1]([CH:14]1[CH2:15][NH:16][CH:17]2[CH:22]([CH2:21][CH2:20][CH2:19][CH2:18]2)[NH:23]1)([C:8]1[CH:13]=[CH:12][CH:11]=[CH:10][CH:9]=1)[C:2]1[CH:3]=[CH:4][CH:5]=[CH:6][CH:7]=1. (7) Given the reactants C(OC(=O)[NH:7][CH:8]1[CH2:10][C:9]1([C:12]1[CH:17]=[CH:16][C:15]([Cl:18])=[CH:14][CH:13]=1)[F:11])(C)(C)C.Cl.O, predict the reaction product. The product is: [Cl:18][C:15]1[CH:14]=[CH:13][C:12]([C:9]2([F:11])[CH2:10][CH:8]2[NH2:7])=[CH:17][CH:16]=1. (8) Given the reactants [CH3:1][O:2][C:3]1[CH:19]=[CH:18][C:17]2[C:8]3[CH:9]=[N:10][C:11]4[C:16]([C:7]=3[C:6](=[N:20][OH:21])[C:5]=2[CH:4]=1)=[CH:15][CH:14]=[CH:13][CH:12]=4.[CH2:22]1[CH2:26][N:25]([CH2:27][CH2:28]Cl)[CH2:24][CH2:23]1.Cl.COC1C=CC2C3C(N4CCNCC4)=NC4C(C=3C(=O)C=2C=1)=CC=CC=4.C(C1OC1)Cl, predict the reaction product. The product is: [N:25]1([CH2:27][CH2:28][O:21][N:20]=[C:6]2[C:7]3[C:16]4[C:11](=[CH:12][CH:13]=[CH:14][CH:15]=4)[N:10]=[CH:9][C:8]=3[C:17]3[CH:18]=[CH:19][C:3]([O:2][CH3:1])=[CH:4][C:5]2=3)[CH2:26][CH2:22][CH2:23][CH2:24]1. (9) Given the reactants C([O:4][C:5]1[CH:6]=[CH:7][C:8]2[O:13][CH:12]=[C:11]([CH2:14][C:15]([O:17][CH2:18][CH3:19])=[O:16])[O:10][C:9]=2[CH:20]=1)(=O)C.C([O-])C.[Na+], predict the reaction product. The product is: [OH:4][C:5]1[CH:6]=[CH:7][C:8]2[O:13][CH:12]=[C:11]([CH2:14][C:15]([O:17][CH2:18][CH3:19])=[O:16])[O:10][C:9]=2[CH:20]=1.